Dataset: Catalyst prediction with 721,799 reactions and 888 catalyst types from USPTO. Task: Predict which catalyst facilitates the given reaction. Reactant: [F:1][C:2]([F:55])([F:54])[C:3]1[CH:4]=[C:5]([CH:47]=[C:48]([C:50]([F:53])([F:52])[F:51])[CH:49]=1)[CH2:6][N:7]([CH2:25][C:26]1[C:27]([C:36]2[CH:41]=[C:40]([CH:42]([CH3:44])[CH3:43])[CH:39]=[CH:38][C:37]=2[O:45][CH3:46])=[N:28][C:29]2[C:34]([CH:35]=1)=[CH:33][CH:32]=[CH:31][CH:30]=2)[C:8]1[N:13]=[CH:12][C:11]([N:14]2[CH2:19][CH2:18][CH:17]([C:20]([O:22]CC)=[O:21])[CH2:16][CH2:15]2)=[CH:10][N:9]=1.[OH-].[Na+].C(OCC)C.Cl. Product: [F:55][C:2]([F:1])([F:54])[C:3]1[CH:4]=[C:5]([CH:47]=[C:48]([C:50]([F:52])([F:53])[F:51])[CH:49]=1)[CH2:6][N:7]([CH2:25][C:26]1[C:27]([C:36]2[CH:41]=[C:40]([CH:42]([CH3:44])[CH3:43])[CH:39]=[CH:38][C:37]=2[O:45][CH3:46])=[N:28][C:29]2[C:34]([CH:35]=1)=[CH:33][CH:32]=[CH:31][CH:30]=2)[C:8]1[N:13]=[CH:12][C:11]([N:14]2[CH2:19][CH2:18][CH:17]([C:20]([OH:22])=[O:21])[CH2:16][CH2:15]2)=[CH:10][N:9]=1. The catalyst class is: 40.